Predict which catalyst facilitates the given reaction. From a dataset of Catalyst prediction with 721,799 reactions and 888 catalyst types from USPTO. (1) Reactant: [CH3:1][C:2]1[S:6]/[C:5](=[N:7]\[S:8]([C:11]2[CH:20]=[CH:19][CH:18]=[CH:17][C:12]=2[C:13]([O:15]C)=[O:14])(=[O:10])=[O:9])/[N:4]([CH2:21][C:22]2[C:31]3[C:26](=[CH:27][CH:28]=[CH:29][CH:30]=3)[CH:25]=[CH:24][CH:23]=2)[CH:3]=1.[OH-].[Na+].Cl. Product: [CH3:1][C:2]1[S:6]/[C:5](=[N:7]\[S:8]([C:11]2[CH:20]=[CH:19][CH:18]=[CH:17][C:12]=2[C:13]([OH:15])=[O:14])(=[O:10])=[O:9])/[N:4]([CH2:21][C:22]2[C:31]3[C:26](=[CH:27][CH:28]=[CH:29][CH:30]=3)[CH:25]=[CH:24][CH:23]=2)[CH:3]=1. The catalyst class is: 83. (2) Reactant: C([O:4][C:5]1[CH:12]=[CH:11][C:8]([CH:9]=[CH2:10])=[CH:7][CH:6]=1)(=O)C.C[O-].[Na+]. Product: [OH:4][C:5]1[CH:12]=[CH:11][C:8]([CH:9]=[CH2:10])=[CH:7][CH:6]=1. The catalyst class is: 13. (3) Reactant: Br[C:2]1[C:3]([Cl:26])=[C:4]2[C:9](=[C:10]([O:12][CH2:13][O:14][CH2:15][CH2:16][O:17][CH3:18])[CH:11]=1)[N:8]=[CH:7][N:6]([CH2:19][O:20][CH2:21][CH2:22][O:23][CH3:24])[C:5]2=[O:25].CC1(C)C(C)(C)OB([C:35]2[CH:55]=[CH:54][CH:53]=[CH:52][C:36]=2[CH2:37][O:38][CH2:39][CH2:40][CH:41]2[CH2:46][CH2:45][N:44]([CH2:47][C:48]([F:51])([F:50])[F:49])[CH2:43][CH2:42]2)O1.C(=O)([O-])[O-].[K+].[K+].CO.ClCCl. Product: [Cl:26][C:3]1[C:2]([C:35]2[CH:55]=[CH:54][CH:53]=[CH:52][C:36]=2[CH2:37][O:38][CH2:39][CH2:40][CH:41]2[CH2:42][CH2:43][N:44]([CH2:47][C:48]([F:49])([F:50])[F:51])[CH2:45][CH2:46]2)=[CH:11][C:10]([O:12][CH2:13][O:14][CH2:15][CH2:16][O:17][CH3:18])=[C:9]2[C:4]=1[C:5](=[O:25])[N:6]([CH2:19][O:20][CH2:21][CH2:22][O:23][CH3:24])[CH:7]=[N:8]2. The catalyst class is: 688. (4) Reactant: Cl.[NH2:2][OH:3].C(=O)(O)[O-].[Na+].[C:9](#[N:15])[CH2:10][CH2:11][CH2:12][CH2:13][CH3:14].[C:16]1(C)C=CC=CC=1. Product: [OH:3][NH:2][C:9](=[NH:15])[CH2:10][CH2:11][CH2:12][CH2:13][CH2:14][CH3:16]. The catalyst class is: 32. (5) Reactant: [NH:1]1[C:10]2[C:5](=[CH:6][CH:7]=[CH:8][CH:9]=2)[CH2:4][CH2:3][CH2:2]1.Cl.C(N=C=NCCCN(C)C)C.[CH3:23][O:24][C:25]1[C:26](=[O:53])[C:27]([CH3:52])=[C:28]([CH2:34][C:35]2[CH:36]=[CH:37][C:38]([O:44][CH2:45][C:46]3[CH:47]=[N:48][CH:49]=[CH:50][CH:51]=3)=[C:39]([CH:43]=2)[C:40](O)=[O:41])[C:29](=[O:33])[C:30]=1[O:31][CH3:32]. Product: [CH3:23][O:24][C:25]1[C:26](=[O:53])[C:27]([CH3:52])=[C:28]([CH2:34][C:35]2[CH:36]=[CH:37][C:38]([O:44][CH2:45][C:46]3[CH:47]=[N:48][CH:49]=[CH:50][CH:51]=3)=[C:39]([CH:43]=2)[C:40]([N:1]2[C:10]3[C:5](=[CH:6][CH:7]=[CH:8][CH:9]=3)[CH2:4][CH2:3][CH2:2]2)=[O:41])[C:29](=[O:33])[C:30]=1[O:31][CH3:32]. The catalyst class is: 2.